From a dataset of Retrosynthesis with 50K atom-mapped reactions and 10 reaction types from USPTO. Predict the reactants needed to synthesize the given product. (1) Given the product CC1(C)O[C@@H]2O[C@@H](C(=O)N3CCOCC3)[C@@H](O)[C@@H]2O1, predict the reactants needed to synthesize it. The reactants are: C1COCCN1.CC1(C)O[C@@H]2O[C@@H](C(=O)O)[C@@H](O)[C@@H]2O1. (2) Given the product Cc1nc(-c2ccc(Oc3ncnc4c3cnn4C3CCN(C(=O)OC(C)(C)C)CC3)cc2)no1, predict the reactants needed to synthesize it. The reactants are: CC(C)(C)OC(=O)N1CCC(n2ncc3c(Cl)ncnc32)CC1.Cc1nc(-c2ccc(O)cc2)no1. (3) Given the product FC(F)(F)c1ccn2c(-c3ccc(-c4ccccc4)nc3)cnc2n1, predict the reactants needed to synthesize it. The reactants are: Brc1ccc(-c2ccccc2)nc1.CCCC[Sn](CCCC)(CCCC)c1cnc2nc(C(F)(F)F)ccn12.